From a dataset of Reaction yield outcomes from USPTO patents with 853,638 reactions. Predict the reaction yield, written as a fraction of the theoretical maximum amount of product (1.0 means a 100% yield; for example, 0.34 means a 34% yield). The reactants are [C:1]([NH:4][C:5]1[CH:13]=[C:12]([N+:14]([O-:16])=[O:15])[CH:11]=[CH:10][C:6]=1[C:7]([OH:9])=[O:8])(=[O:3])[CH3:2].[CH3:17][Si](C=[N+]=[N-])(C)C.CCCCCC. The catalyst is C1C=CC=CC=1.CO. The product is [C:1]([NH:4][C:5]1[CH:13]=[C:12]([N+:14]([O-:16])=[O:15])[CH:11]=[CH:10][C:6]=1[C:7]([O:9][CH3:17])=[O:8])(=[O:3])[CH3:2]. The yield is 0.970.